This data is from Full USPTO retrosynthesis dataset with 1.9M reactions from patents (1976-2016). The task is: Predict the reactants needed to synthesize the given product. (1) Given the product [CH3:10][C:11]1[CH:16]=[CH:15][C:14]([N+:17]([O-:19])=[O:18])=[CH:13][C:12]=1[O:20][C:3]1[CH:2]=[N:1][CH:6]=[CH:5][CH:4]=1, predict the reactants needed to synthesize it. The reactants are: [N:1]1[CH:6]=[CH:5][CH:4]=[C:3](B(O)O)[CH:2]=1.[CH3:10][C:11]1[CH:16]=[CH:15][C:14]([N+:17]([O-:19])=[O:18])=[CH:13][C:12]=1[OH:20].N1C=CC=CC=1.O. (2) Given the product [F:1][C:2]1[C:3]([C:4]([OH:6])=[O:5])=[CH:7][C:8]2[NH:14][C:15]3[C:20](=[CH:19][CH:18]=[CH:17][CH:16]=3)[C:11](=[O:13])[C:9]=2[CH:10]=1, predict the reactants needed to synthesize it. The reactants are: [F:1][C:2]1[CH:10]=[C:9]([C:11]([OH:13])=O)[C:8]([NH:14][C:15]2[CH:20]=[CH:19][CH:18]=[CH:17][CH:16]=2)=[CH:7][C:3]=1[C:4]([OH:6])=[O:5].C(=O)(O)[O-].[Na+]. (3) Given the product [Br:21][C:18]1[CH:19]=[CH:20][C:15]([N:14]2[CH2:13][CH2:12][CH2:11][C:5]3([CH2:10][CH2:9][O:8][CH2:7][CH2:6]3)[C:3]2=[O:2])=[C:16]([CH3:22])[CH:17]=1, predict the reactants needed to synthesize it. The reactants are: C[O:2][C:3]([C:5]1([CH2:11][CH2:12][CH2:13][NH:14][C:15]2[CH:20]=[CH:19][C:18]([Br:21])=[CH:17][C:16]=2[CH3:22])[CH2:10][CH2:9][O:8][CH2:7][CH2:6]1)=O.[H-].[Na+].CO.[Sn]. (4) The reactants are: [CH2:1]([C:3]1[CH:4]=[C:5]2[C:10](=[CH:11][C:12]=1[OH:13])[O:9][CH:8]([C:14]([F:17])([F:16])[F:15])[C:7]([C:18]([O:20]CC)=[O:19])=[CH:6]2)[CH3:2].C(O)C.O.[OH-].[Li+].Cl. Given the product [CH2:1]([C:3]1[CH:4]=[C:5]2[C:10](=[CH:11][C:12]=1[OH:13])[O:9][CH:8]([C:14]([F:15])([F:16])[F:17])[C:7]([C:18]([OH:20])=[O:19])=[CH:6]2)[CH3:2], predict the reactants needed to synthesize it. (5) Given the product [N:8]1([CH2:48][C:47]2[CH:46]=[CH:45][C:44]([O:43][CH:41]3[CH2:42][N:39]([C:37]([C:35]4[O:36][C:32]([C:29]5[CH:30]=[CH:31][C:26]([O:25][CH3:24])=[CH:27][CH:28]=5)=[N:33][N:34]=4)=[O:38])[CH2:40]3)=[CH:51][CH:50]=2)[C:12]2([CH2:16][CH2:15][O:14][CH2:13]2)[CH2:11][CH2:10][CH2:9]1, predict the reactants needed to synthesize it. The reactants are: OC(C(F)(F)F)=O.[NH:8]1[C:12]2([CH2:16][CH2:15][O:14][CH2:13]2)[CH2:11][CH2:10][CH2:9]1.C(N(CC)CC)C.[CH3:24][O:25][C:26]1[CH:31]=[CH:30][C:29]([C:32]2[O:36][C:35]([C:37]([N:39]3[CH2:42][CH:41]([O:43][C:44]4[CH:51]=[CH:50][C:47]([CH:48]=O)=[CH:46][CH:45]=4)[CH2:40]3)=[O:38])=[N:34][N:33]=2)=[CH:28][CH:27]=1.[Na].C([O-])(O)=O.[Na+]. (6) Given the product [CH2:15]([O:14][N:13]=[C:11]1[CH2:12][N:8]([C:6]([C:26]2[C:21](=[O:20])[O:22][C:23]([CH2:30][CH2:31][CH2:32][CH2:33][CH3:34])=[CH:24][CH:25]=2)=[O:7])[C@H:9]([C:17]([NH:35][CH:36]2[CH2:37][N:38]([C:40]([O:42][C:43]([CH3:46])([CH3:45])[CH3:44])=[O:41])[CH2:39]2)=[O:19])[CH2:10]1)[CH3:16], predict the reactants needed to synthesize it. The reactants are: C(O[C:6]([N:8]1[CH2:12][C:11](=[N:13][O:14][CH2:15][CH3:16])[CH2:10][C@H:9]1[C:17]([OH:19])=O)=[O:7])(C)(C)C.[O:20]=[C:21]1[C:26](C(Cl)=O)=[CH:25][CH:24]=[C:23]([CH2:30][CH2:31][CH2:32][CH2:33][CH3:34])[O:22]1.[NH2:35][CH:36]1[CH2:39][N:38]([C:40]([O:42][C:43]([CH3:46])([CH3:45])[CH3:44])=[O:41])[CH2:37]1.